Dataset: Catalyst prediction with 721,799 reactions and 888 catalyst types from USPTO. Task: Predict which catalyst facilitates the given reaction. (1) Reactant: C([CH:3](CC)[C:4]([NH:6][CH:7]([C:11]([O-:13])=O)[C:8]([O-])=[O:9])=[O:5])C.[NH2:16][C:17]([NH2:19])=[S:18].[O-]CC.[Na+].O. Product: [OH:13][C:11]1[C:7]([NH:6][C:4](=[O:5])[CH3:3])=[C:8]([OH:9])[N:19]=[C:17]([SH:18])[N:16]=1. The catalyst class is: 14. (2) Reactant: Cl[C:2]1[C:3]2[C:4](=[CH:12][N:13](CC3C=CC(OC)=CC=3)[N:14]=2)[C:5]2[C:10]([CH3:11])=[N:9][S:8][C:6]=2[N:7]=1.[NH:24]1[C:32]2[C:27](=[CH:28][CH:29]=[C:30]([NH2:33])[CH:31]=2)[CH:26]=[N:25]1.Cl. Product: [NH:24]1[C:32]2[C:27](=[CH:28][CH:29]=[C:30]([NH:33][C:2]3[C:3]4[C:4](=[CH:12][NH:13][N:14]=4)[C:5]4[C:10]([CH3:11])=[N:9][S:8][C:6]=4[N:7]=3)[CH:31]=2)[CH:26]=[N:25]1. The catalyst class is: 71. (3) Reactant: [C:1]1([C:7]([C:16]2[CH:21]=[CH:20][CH:19]=[CH:18][CH:17]=2)([C:10]2[CH:15]=[CH:14][CH:13]=[CH:12][CH:11]=2)[O:8][NH2:9])[CH:6]=[CH:5][CH:4]=[CH:3][CH:2]=1.[CH:22](=O)[C:23]1[CH:28]=[CH:27][CH:26]=[CH:25][CH:24]=1. Product: [C:7]([O:8][N:9]=[CH:22][C:23]1[CH:28]=[CH:27][CH:26]=[CH:25][CH:24]=1)([C:16]1[CH:21]=[CH:20][CH:19]=[CH:18][CH:17]=1)([C:1]1[CH:2]=[CH:3][CH:4]=[CH:5][CH:6]=1)[C:10]1[CH:11]=[CH:12][CH:13]=[CH:14][CH:15]=1. The catalyst class is: 8. (4) Reactant: [NH:1](C(OC(C)(C)C)=O)[C@H:2]([C:6]([NH:8][C@H:9]([C:14]([O:16][CH2:17][C:18]1[CH:23]=[CH:22][CH:21]=[CH:20][CH:19]=1)=[O:15])[CH2:10][CH:11]([CH3:13])[CH3:12])=[O:7])[C@@H:3]([CH3:5])[OH:4].FC(F)(F)C(O)=O.C([O-])([O-])=O.[Na+].[Na+]. Product: [NH2:1][C@H:2]([C:6]([NH:8][C@H:9]([C:14]([O:16][CH2:17][C:18]1[CH:19]=[CH:20][CH:21]=[CH:22][CH:23]=1)=[O:15])[CH2:10][CH:11]([CH3:12])[CH3:13])=[O:7])[C@@H:3]([CH3:5])[OH:4]. The catalyst class is: 4. (5) Reactant: COC1C=CC([C@@H]2C(=O)N([C@@H]([C@H](C3C=CC=CC=3)C)C([NH:18][C:19]3[S:20][CH:21]=[C:22]([C:24](=[O:27])CC)[N:23]=3)=O)C(=O)N2)=CC=1.[CH3:37][O-:38].[Na+]. Product: [CH3:37][O:38][C:24]([C:22]1[N:23]=[C:19]([NH2:18])[S:20][CH:21]=1)=[O:27]. The catalyst class is: 5.